Predict the reactants needed to synthesize the given product. From a dataset of Full USPTO retrosynthesis dataset with 1.9M reactions from patents (1976-2016). (1) The reactants are: [C:1]1([S:7]([N:10]2[CH2:14][CH:13]([C:15]([OH:17])=O)[N:12]([CH:18]3[CH2:23][CH2:22][CH2:21][CH2:20][CH2:19]3)[C:11]2=[O:24])(=[O:9])=[O:8])[CH:6]=[CH:5][CH:4]=[CH:3][CH:2]=1.[Br:25][C:26]1[C:27]([N:33]2[CH2:38][CH2:37][NH:36][CH2:35][CH2:34]2)=[N:28][C:29]([CH3:32])=[CH:30][CH:31]=1. Given the product [C:1]1([S:7]([N:10]2[CH2:14][CH:13]([C:15]([N:36]3[CH2:37][CH2:38][N:33]([C:27]4[C:26]([Br:25])=[CH:31][CH:30]=[C:29]([CH3:32])[N:28]=4)[CH2:34][CH2:35]3)=[O:17])[N:12]([CH:18]3[CH2:19][CH2:20][CH2:21][CH2:22][CH2:23]3)[C:11]2=[O:24])(=[O:9])=[O:8])[CH:6]=[CH:5][CH:4]=[CH:3][CH:2]=1, predict the reactants needed to synthesize it. (2) Given the product [Cl:1][C:2]1[CH:3]=[C:4]([C:10]2[CH:15]=[CH:14][C:13]([OH:16])=[CH:12][C:11]=2[CH3:17])[CH:5]=[CH:6][C:7]=1[CH:8]=[N:19][OH:20], predict the reactants needed to synthesize it. The reactants are: [Cl:1][C:2]1[CH:3]=[C:4]([C:10]2[CH:15]=[CH:14][C:13]([OH:16])=[CH:12][C:11]=2[CH3:17])[CH:5]=[CH:6][C:7]=1[CH:8]=O.Cl.[NH2:19][OH:20]. (3) Given the product [OH:17][C:15]1[C:16]2[C:8]([C:5]3[CH:6]=[CH:7][C:2]([C:24]#[C:23][CH2:22][CH2:21][OH:25])=[CH:3][CH:4]=3)=[CH:9][S:10][C:11]=2[NH:12][C:13](=[O:20])[C:14]=1[C:18]#[N:19], predict the reactants needed to synthesize it. The reactants are: Br[C:2]1[CH:7]=[CH:6][C:5]([C:8]2[C:16]3[C:15]([OH:17])=[C:14]([C:18]#[N:19])[C:13](=[O:20])[NH:12][C:11]=3[S:10][CH:9]=2)=[CH:4][CH:3]=1.[CH2:21]([OH:25])[CH2:22][C:23]#[CH:24].C1(P(C2C=CC=CC=2)C2C=CC=CC=2)C=CC=CC=1.C(NCC)C. (4) Given the product [CH3:18][O:17][C:12]1[CH:13]=[CH:14][CH:15]=[CH:16][C:11]=1[C:7]1[N:8]=[CH:9][S:10][C:6]=1[C:4]([OH:5])=[O:3], predict the reactants needed to synthesize it. The reactants are: C([O:3][C:4]([C:6]1[S:10][CH:9]=[N:8][C:7]=1[C:11]1[CH:16]=[CH:15][CH:14]=[CH:13][C:12]=1[O:17][CH3:18])=[O:5])C.[OH-].[Na+]. (5) Given the product [C:1]([O:5][C:6]([N:8]([C:13]1[CH:14]=[C:15]([CH:21]=[CH:22][N:23]=1)[C:16]([OH:18])=[O:17])[S:9]([CH3:12])(=[O:11])=[O:10])=[O:7])([CH3:4])([CH3:2])[CH3:3], predict the reactants needed to synthesize it. The reactants are: [C:1]([O:5][C:6]([N:8]([C:13]1[CH:14]=[C:15]([CH:21]=[CH:22][N:23]=1)[C:16]([O:18]CC)=[O:17])[S:9]([CH3:12])(=[O:11])=[O:10])=[O:7])([CH3:4])([CH3:3])[CH3:2].[Li+].[OH-].Cl. (6) Given the product [CH3:30][O:31][C:32]([N:7]([C:1]1[CH:6]=[CH:5][CH:4]=[CH:3][CH:2]=1)[C:15]1[CH:14]=[CH:13][CH:12]=[CH:11][C:10]=1[CH2:9][C:8]([OH:16])=[O:17])=[O:33], predict the reactants needed to synthesize it. The reactants are: [C:1]1([N:7]2[C:15]3[C:10](=[CH:11][CH:12]=[CH:13][CH:14]=3)[CH2:9][C:8]2=[O:16])[CH:6]=[CH:5][CH:4]=[CH:3][CH:2]=1.[OH-:17].[Na+].C([Li])CCC.C1CCCCC1.[CH3:30][O:31][C:32](=O)[O:33]C.Cl. (7) Given the product [NH2:7][C:8]1[CH:13]=[C:12]([CH2:14][CH:15]([C:16]2[CH:17]=[CH:18][C:19]([CH3:22])=[CH:20][CH:21]=2)[OH:23])[CH:11]=[CH:10][N:9]=1, predict the reactants needed to synthesize it. The reactants are: C(OC(=O)[NH:7][C:8]1[CH:13]=[C:12]([CH2:14][CH:15]([OH:23])[C:16]2[CH:21]=[CH:20][C:19]([CH3:22])=[CH:18][CH:17]=2)[CH:11]=[CH:10][N:9]=1)(C)(C)C.FC(F)(F)C(O)=O.C([O-])(O)=O.[Na+].